The task is: Binary Classification. Given a drug SMILES string, predict its activity (active/inactive) in a high-throughput screening assay against a specified biological target.. This data is from HIV replication inhibition screening data with 41,000+ compounds from the AIDS Antiviral Screen. (1) The result is 0 (inactive). The compound is COC(=O)C=CC(=O)CC(O)COC(=O)c1ccccc1. (2) The molecule is Cc1cc(NS(=O)(=O)c2ccc(N=c3c4ccccc4n(-c4ccccc4)c4ccccc34)cc2)no1. The result is 0 (inactive). (3) The drug is COCOc1c(OC)c(C2(O)C(=O)N(C)c3ccccc32)c(OCOC)c(OC)c1C1(O)C(=O)N(C)c2ccccc21. The result is 0 (inactive). (4) The compound is CN1CCC2(C)c3cc(O)ccc3CC3CCCC1C32C. The result is 0 (inactive).